From a dataset of NCI-60 drug combinations with 297,098 pairs across 59 cell lines. Regression. Given two drug SMILES strings and cell line genomic features, predict the synergy score measuring deviation from expected non-interaction effect. (1) Drug 1: C1CC(C1)(C(=O)O)C(=O)O.[NH2-].[NH2-].[Pt+2]. Drug 2: B(C(CC(C)C)NC(=O)C(CC1=CC=CC=C1)NC(=O)C2=NC=CN=C2)(O)O. Cell line: ACHN. Synergy scores: CSS=58.0, Synergy_ZIP=4.35, Synergy_Bliss=4.44, Synergy_Loewe=-48.9, Synergy_HSA=-3.71. (2) Drug 1: C1=CC(=CC=C1CCCC(=O)O)N(CCCl)CCCl. Synergy scores: CSS=29.2, Synergy_ZIP=-5.35, Synergy_Bliss=-11.2, Synergy_Loewe=-25.7, Synergy_HSA=-11.0. Cell line: SR. Drug 2: C1=CC=C(C(=C1)C(C2=CC=C(C=C2)Cl)C(Cl)Cl)Cl. (3) Drug 1: COC1=C(C=C2C(=C1)N=CN=C2NC3=CC(=C(C=C3)F)Cl)OCCCN4CCOCC4. Drug 2: C1CNP(=O)(OC1)N(CCCl)CCCl. Cell line: SW-620. Synergy scores: CSS=7.82, Synergy_ZIP=-1.97, Synergy_Bliss=0.712, Synergy_Loewe=0.236, Synergy_HSA=2.32.